This data is from Reaction yield outcomes from USPTO patents with 853,638 reactions. The task is: Predict the reaction yield, written as a fraction of the theoretical maximum amount of product (1.0 means a 100% yield; for example, 0.34 means a 34% yield). (1) The reactants are [ClH:1].O1CCOCC1.[C:8]([C:10]1([C:23]2[CH:28]=[CH:27][CH:26]=[CH:25][C:24]=2[CH2:29][CH2:30][C:31]([O:33][CH2:34][CH3:35])=[O:32])[CH2:15][CH2:14][N:13](C(OC(C)(C)C)=O)[CH2:12][CH2:11]1)#[N:9]. No catalyst specified. The product is [ClH:1].[C:8]([C:10]1([C:23]2[CH:28]=[CH:27][CH:26]=[CH:25][C:24]=2[CH2:29][CH2:30][C:31]([O:33][CH2:34][CH3:35])=[O:32])[CH2:15][CH2:14][NH:13][CH2:12][CH2:11]1)#[N:9]. The yield is 0.990. (2) The yield is 0.690. The product is [C:1]([O:5][C:6]([NH:8][CH2:9][C@H:10]([O:15][C:17]1[C:18]([N+:27]([O-:29])=[O:28])=[CH:19][C:20]([C:23]([O:25][CH3:26])=[O:24])=[CH:21][N:22]=1)[C:11]([O:13][CH3:14])=[O:12])=[O:7])([CH3:4])([CH3:3])[CH3:2]. The reactants are [C:1]([O:5][C:6]([NH:8][CH2:9][C@H:10]([OH:15])[C:11]([O:13][CH3:14])=[O:12])=[O:7])([CH3:4])([CH3:3])[CH3:2].Cl[C:17]1[N:22]=[CH:21][C:20]([C:23]([O:25][CH3:26])=[O:24])=[CH:19][C:18]=1[N+:27]([O-:29])=[O:28].N12CCCN=C1CCCCC2. The catalyst is O1CCCC1. (3) The reactants are C[O:2][C:3](=O)[CH2:4][CH2:5][CH2:6][N:7]1[CH2:11][CH2:10][CH2:9][C@H:8]1[CH2:12][O:13][C:14]1[CH:19]=[CH:18][C:17]([CH2:20][C:21]2[CH:26]=[CH:25][CH:24]=[CH:23][CH:22]=2)=[CH:16][CH:15]=1.[H-].C([Al+]CC(C)C)C(C)C.CC(O)=O. The catalyst is C1(C)C=CC=CC=1. The product is [CH2:20]([C:17]1[CH:18]=[CH:19][C:14]([O:13][CH2:12][C@@H:8]2[CH2:9][CH2:10][CH2:11][N:7]2[CH2:6][CH2:5][CH2:4][CH2:3][OH:2])=[CH:15][CH:16]=1)[C:21]1[CH:22]=[CH:23][CH:24]=[CH:25][CH:26]=1. The yield is 0.790. (4) The reactants are C([O:5][C:6](=[O:18])[CH2:7][C@H:8]1[CH2:13][C@@H:12]([CH2:14][OH:15])[O:11][C:10]([CH3:17])([CH3:16])[O:9]1)(C)(C)C.ClCCl.C(N(CC)CC)C.[CH3:29][S:30](Cl)(=[O:32])=[O:31]. The catalyst is O. The product is [CH3:29][S:30]([O:15][CH2:14][C@H:12]1[O:11][C:10]([CH3:17])([CH3:16])[O:9][C@@H:8]([CH2:7][C:6]([OH:5])=[O:18])[CH2:13]1)(=[O:32])=[O:31]. The yield is 0.920. (5) The reactants are [Cl:1][C:2]1[C:3]([CH3:15])=[N:4][N:5](CC(O)=O)[C:6]=1[C:7]([F:10])([F:9])[F:8].[C:16](Cl)(=[O:20])[C:17](Cl)=O.[F:22][C:23]1[CH:28]=[CH:27][C:26]([N:29]2[CH:33]=[C:32]([NH2:34])[CH:31]=[N:30]2)=[CH:25][CH:24]=1.CCN(CC)CC. The catalyst is C(Cl)Cl.CN(C=O)C.O. The product is [Cl:1][C:2]1[C:6]([C:7]([F:8])([F:9])[F:10])=[N:5][N:4]([CH2:17][C:16]([NH:34][C:32]2[CH:31]=[N:30][N:29]([C:26]3[CH:27]=[CH:28][C:23]([F:22])=[CH:24][CH:25]=3)[CH:33]=2)=[O:20])[C:3]=1[CH3:15]. The yield is 0.470. (6) The reactants are C([Li])CCC.CCCCCC.Br[C:13]1[C:21]([O:22][CH:23]2[CH2:28][CH2:27][CH2:26][CH2:25][O:24]2)=[CH:20][CH:19]=[C:18]2[C:14]=1[CH:15]=[N:16][N:17]2[CH:29]1[CH2:34][CH2:33][CH2:32][CH2:31][O:30]1.C[O:36]B(OC)OC.C(O)(=O)C.OO.S([O-])(O)=O.[Na+].C(=O)([O-])O.[Na+]. The catalyst is O1CCCC1.O. The product is [O:30]1[CH2:31][CH2:32][CH2:33][CH2:34][CH:29]1[N:17]1[C:18]2[CH:19]=[CH:20][C:21]([O:22][CH:23]3[CH2:28][CH2:27][CH2:26][CH2:25][O:24]3)=[C:13]([OH:36])[C:14]=2[CH:15]=[N:16]1. The yield is 0.420. (7) The reactants are [CH3:1][O:2][C:3]1[CH:8]=[CH:7][C:6]([C:9]2[N:14]=[C:13]([C:15]#[N:16])[CH:12]=[CH:11][CH:10]=2)=[CH:5][C:4]=1[CH:17]1[C:30]2[C:29](=[O:31])[CH2:28][C:27]([CH3:33])([CH3:32])[CH2:26][C:25]=2[O:24][C:23]2[CH2:22][C:21]([CH3:35])([CH3:34])[CH2:20][C:19](=[O:36])[C:18]1=2.[N-:37]=[N+:38]=[N-:39].[Na+].[Cl-].[NH4+].O. The catalyst is CN(C=O)C. The product is [CH3:1][O:2][C:3]1[CH:8]=[CH:7][C:6]([C:9]2[CH:10]=[CH:11][CH:12]=[C:13]([C:15]3[NH:39][N:38]=[N:37][N:16]=3)[N:14]=2)=[CH:5][C:4]=1[CH:17]1[C:30]2[C:29](=[O:31])[CH2:28][C:27]([CH3:32])([CH3:33])[CH2:26][C:25]=2[O:24][C:23]2[CH2:22][C:21]([CH3:35])([CH3:34])[CH2:20][C:19](=[O:36])[C:18]1=2. The yield is 0.0940. (8) The reactants are Br[C:2]1[CH:10]=[CH:9][CH:8]=[C:7]2[C:3]=1[CH:4]=[CH:5][NH:6]2.[B:11]1([B:11]2[O:15][C:14]([CH3:17])([CH3:16])[C:13]([CH3:19])([CH3:18])[O:12]2)[O:15][C:14]([CH3:17])([CH3:16])[C:13]([CH3:19])([CH3:18])[O:12]1.C([O-])(=O)C.[K+].O. The catalyst is CS(C)=O.C1C=CC(P(C2C=CC=CC=2)[C-]2C=CC=C2)=CC=1.C1C=CC(P(C2C=CC=CC=2)[C-]2C=CC=C2)=CC=1.Cl[Pd]Cl.[Fe+2]. The product is [CH3:18][C:13]1([CH3:19])[C:14]([CH3:17])([CH3:16])[O:15][B:11]([C:2]2[CH:10]=[CH:9][CH:8]=[C:7]3[C:3]=2[CH:4]=[CH:5][NH:6]3)[O:12]1. The yield is 0.600.